This data is from Full USPTO retrosynthesis dataset with 1.9M reactions from patents (1976-2016). The task is: Predict the reactants needed to synthesize the given product. (1) Given the product [Br:1][C:2]1[CH:9]=[CH:8][C:5]([CH:6]=[N:14][OH:15])=[C:4]([C:10]([F:13])([F:12])[F:11])[CH:3]=1, predict the reactants needed to synthesize it. The reactants are: [Br:1][C:2]1[CH:9]=[CH:8][C:5]([CH:6]=O)=[C:4]([C:10]([F:13])([F:12])[F:11])[CH:3]=1.[NH2:14][OH:15]. (2) Given the product [CH:1]([O:4][C:5]1[CH:9]=[C:8]([C:10]([O:12][CH2:13][CH3:14])=[O:11])[N:7]([CH2:17][C:18]2[CH:27]=[CH:26][C:25]3[C:20](=[CH:21][CH:22]=[CH:23][CH:24]=3)[N:19]=2)[N:6]=1)([CH3:3])[CH3:2], predict the reactants needed to synthesize it. The reactants are: [CH:1]([O:4][C:5]1[CH:9]=[C:8]([C:10]([O:12][CH2:13][CH3:14])=[O:11])[NH:7][N:6]=1)([CH3:3])[CH3:2].Cl.Cl[CH2:17][C:18]1[CH:27]=[CH:26][C:25]2[C:20](=[CH:21][CH:22]=[CH:23][CH:24]=2)[N:19]=1.C(=O)([O-])[O-].[K+].[K+].CN(C)C=O.